From a dataset of Reaction yield outcomes from USPTO patents with 853,638 reactions. Predict the reaction yield, written as a fraction of the theoretical maximum amount of product (1.0 means a 100% yield; for example, 0.34 means a 34% yield). (1) The yield is 0.770. The product is [O:36]1[CH2:35][CH:34]=[C:33]([C:2]2[CH:3]=[C:4]([CH:25]=[CH:26][N:27]=2)[C:5]([NH:7][C:8]2[S:9][C:10]3[C:16]([CH:17]4[CH2:22][O:21][CH2:20][CH2:19][O:18]4)=[CH:15][CH:14]=[C:13]([O:23][CH3:24])[C:11]=3[N:12]=2)=[O:6])[CH2:38][CH2:37]1. The reactants are Br[C:2]1[CH:3]=[C:4]([CH:25]=[CH:26][N:27]=1)[C:5]([NH:7][C:8]1[S:9][C:10]2[C:16]([CH:17]3[CH2:22][O:21][CH2:20][CH2:19][O:18]3)=[CH:15][CH:14]=[C:13]([O:23][CH3:24])[C:11]=2[N:12]=1)=[O:6].C([Sn](CCCC)(CCCC)[C:33]1[CH2:34][CH2:35][O:36][CH2:37][CH:38]=1)CCC.C1(P(C2C=CC=CC=2)C2C=CC=CC=2)C=CC=CC=1.[Cl-].[Li+].C(C1C=C(C)C=C(C(C)(C)C)C=1O)(C)(C)C. The catalyst is CN(C=O)C.Cl[Pd](Cl)([P](C1C=CC=CC=1)(C1C=CC=CC=1)C1C=CC=CC=1)[P](C1C=CC=CC=1)(C1C=CC=CC=1)C1C=CC=CC=1. (2) The reactants are [Cl:1][C:2]1[CH:9]=[C:8]([O:10][CH3:11])[C:5]([CH:6]=O)=[C:4]([OH:12])[CH:3]=1.CN(C)C=O.C(=O)([O-])[O-].[Cs+].[Cs+].Cl[CH2:25][C:26](=[O:28])[CH3:27]. No catalyst specified. The product is [Cl:1][C:2]1[CH:9]=[C:8]([O:10][CH3:11])[C:5]2[CH:6]=[C:25]([C:26](=[O:28])[CH3:27])[O:12][C:4]=2[CH:3]=1. The yield is 0.660. (3) The reactants are CS([O:4][CH2:5][C:6]1[CH:11]=[C:10]([F:12])[C:9]([Br:13])=[CH:8][C:7]=1[Cl:14])=O.[Cl:15][C:16]1[CH:17]=[C:18](O)[CH:19]=[CH:20][C:21]=1[Cl:22].C(=O)([O-])[O-].[K+].[K+]. The catalyst is CN(C)C=O. The product is [Br:13][C:9]1[CH:8]=[C:7]([Cl:14])[C:6]([CH2:5][O:4][C:19]2[CH:18]=[CH:17][C:16]([Cl:15])=[C:21]([Cl:22])[CH:20]=2)=[CH:11][C:10]=1[F:12]. The yield is 0.650. (4) The reactants are [CH3:1][CH:2]([CH3:38])[CH2:3][C@H:4]([NH:21][C:22]1[N:27]=[CH:26][C:25]([C:28]([NH:30][CH2:31][CH2:32][C:33]([O:35]CC)=[O:34])=[O:29])=[CH:24][CH:23]=1)[C:5]1[CH:10]=[CH:9][C:8]([C:11]2[CH:16]=[CH:15][C:14]([C:17]([F:20])([F:19])[F:18])=[CH:13][N:12]=2)=[CH:7][CH:6]=1.O1CCCC1.[OH-].[Li+]. The catalyst is CO. The product is [CH3:1][CH:2]([CH3:38])[CH2:3][C@H:4]([NH:21][C:22]1[N:27]=[CH:26][C:25]([C:28]([NH:30][CH2:31][CH2:32][C:33]([OH:35])=[O:34])=[O:29])=[CH:24][CH:23]=1)[C:5]1[CH:10]=[CH:9][C:8]([C:11]2[CH:16]=[CH:15][C:14]([C:17]([F:20])([F:19])[F:18])=[CH:13][N:12]=2)=[CH:7][CH:6]=1. The yield is 0.870. (5) The reactants are Br[CH2:2][CH2:3][CH2:4][NH:5][S:6]([CH2:9][C:10]1[CH:15]=[CH:14][CH:13]=[CH:12][CH:11]=1)(=[O:8])=[O:7].C(NC(C)C)(C)C.[Li]CCCC.[NH4+].[Cl-]. The catalyst is O1CCCC1.CCOC(C)=O.CCOC(C)=O.CCCCCCC.N1C2C(=CC=C3C=2N=CC=C3)C=CC=1. The product is [C:10]1([CH:9]2[S:6](=[O:8])(=[O:7])[NH:5][CH2:4][CH2:3][CH2:2]2)[CH:15]=[CH:14][CH:13]=[CH:12][CH:11]=1. The yield is 0.800.